Predict the reaction yield, written as a fraction of the theoretical maximum amount of product (1.0 means a 100% yield; for example, 0.34 means a 34% yield). From a dataset of Reaction yield outcomes from USPTO patents with 853,638 reactions. (1) The reactants are [F:1][C:2]1[CH:9]=[C:8]([F:10])[CH:7]=[C:6](O)[C:3]=1[CH:4]=[O:5].C(N([CH2:17][CH3:18])CC)C.F[C:20](F)(F)S(OS(C(F)(F)F)(=O)=O)(=O)=O. The catalyst is ClCCl.CN(C)C=O.Cl[Pd](Cl)([P](C1C=CC=CC=1)(C1C=CC=CC=1)C1C=CC=CC=1)[P](C1C=CC=CC=1)(C1C=CC=CC=1)C1C=CC=CC=1.[Cu]I. The product is [F:1][C:2]1[CH:9]=[C:8]([F:10])[CH:7]=[C:6]([C:20]#[C:17][CH3:18])[C:3]=1[CH:4]=[O:5]. The yield is 0.970. (2) The yield is 0.620. The product is [Br:8][C:7]1[C:2]2[N:3]([CH:14]=[CH:15][N:1]=2)[CH:4]=[C:5]([C:9]([O:11][CH3:12])=[O:10])[N:6]=1. The reactants are [NH2:1][C:2]1[N:3]=[CH:4][C:5]([C:9]([O:11][CH3:12])=[O:10])=[N:6][C:7]=1[Br:8].Br[CH2:14][CH:15](OC)OC. The catalyst is C(#N)C. (3) The reactants are C([Li])CCC.[CH3:6][N:7]([CH3:16])[S:8]([N:11]1[CH:15]=[CH:14][N:13]=[CH:12]1)(=[O:10])=[O:9].Cl[Si:18]([CH2:23][CH3:24])([CH2:21][CH3:22])[CH2:19][CH3:20].[Cl:25][C:26]1[CH:51]=[CH:50][C:29]([C:30]([C:32]2[CH:33]=[C:34]3[C:39](=[CH:40][CH:41]=2)[N:38]([CH3:42])[C:37](=[O:43])[CH:36]=[C:35]3[C:44]2[CH:49]=[CH:48][CH:47]=[CH:46][CH:45]=2)=[O:31])=[CH:28][CH:27]=1. The catalyst is O1CCCC1. The product is [Cl:25][C:26]1[CH:27]=[CH:28][C:29]([C:30]([C:32]2[CH:33]=[C:34]3[C:39](=[CH:40][CH:41]=2)[N:38]([CH3:42])[C:37](=[O:43])[CH:36]=[C:35]3[C:44]2[CH:49]=[CH:48][CH:47]=[CH:46][CH:45]=2)([OH:31])[C:14]2[N:13]=[C:12]([Si:18]([CH2:23][CH3:24])([CH2:21][CH3:22])[CH2:19][CH3:20])[N:11]([S:8]([N:7]([CH3:16])[CH3:6])(=[O:9])=[O:10])[CH:15]=2)=[CH:50][CH:51]=1. The yield is 1.00.